Dataset: Full USPTO retrosynthesis dataset with 1.9M reactions from patents (1976-2016). Task: Predict the reactants needed to synthesize the given product. Given the product [CH3:20][O:21][C:2]1[CH:3]=[CH:4][C:5]([N+:16]([O-:18])=[O:17])=[C:6]([NH:8][C:9]2[CH:14]=[CH:13][CH:12]=[CH:11][C:10]=2[CH3:15])[CH:7]=1, predict the reactants needed to synthesize it. The reactants are: Cl[C:2]1[CH:3]=[CH:4][C:5]([N+:16]([O-:18])=[O:17])=[C:6]([NH:8][C:9]2[CH:14]=[CH:13][CH:12]=[CH:11][C:10]=2[CH3:15])[CH:7]=1.[Na].[CH3:20][OH:21].